From a dataset of Reaction yield outcomes from USPTO patents with 853,638 reactions. Predict the reaction yield, written as a fraction of the theoretical maximum amount of product (1.0 means a 100% yield; for example, 0.34 means a 34% yield). (1) The reactants are [C:1]([O:4][CH2:5][C@H:6]([NH:17][C:18]([O:20][CH2:21][C:22]1[CH:27]=[CH:26][CH:25]=[CH:24][CH:23]=1)=[O:19])[C:7]([N:9]1[CH2:13][CH2:12][CH2:11][C@H:10]1[C:14](O)=[O:15])=[O:8])(=[O:3])[CH3:2].CN1CCOCC1.[OH:35][C@H:36]([CH3:50])[C@H:37]([NH:42][C:43]([C@@H:45]1[CH2:49][CH2:48][CH2:47][NH:46]1)=[O:44])[C:38]([O:40][CH3:41])=[O:39]. The catalyst is C(Cl)Cl.CN(C=O)C. The product is [C:1]([O:4][CH2:5][C@@H:6]([NH:17][C:18]([O:20][CH2:21][C:22]1[CH:23]=[CH:24][CH:25]=[CH:26][CH:27]=1)=[O:19])[C:7]([N:9]1[CH2:13][CH2:12][CH2:11][C@H:10]1[C:14]([N:46]1[CH2:47][CH2:48][CH2:49][C@H:45]1[C:43]([NH:42][C@@H:37]([C@H:36]([OH:35])[CH3:50])[C:38]([O:40][CH3:41])=[O:39])=[O:44])=[O:15])=[O:8])(=[O:3])[CH3:2]. The yield is 0.190. (2) The reactants are [C:1]([C:5]1[CH:6]=[C:7]([CH:10]=[C:11]([C:14]([CH3:17])([CH3:16])[CH3:15])[C:12]=1[OH:13])[CH:8]=[O:9])([CH3:4])([CH3:3])[CH3:2].C(N(CC)CC)C.[CH2:25]([N:27]=[C:28]=[O:29])[CH3:26].OC1C=CC=CC=1C=O. The catalyst is CN(C=O)C. The product is [CH2:25]([NH:27][C:28]([O:13][C:12]1[C:5]([C:1]([CH3:4])([CH3:3])[CH3:2])=[CH:6][C:7]([CH:8]=[O:9])=[CH:10][C:11]=1[C:14]([CH3:17])([CH3:16])[CH3:15])=[O:29])[CH3:26]. The yield is 0.960. (3) The reactants are Cl[C:2]1[CH:7]=[C:6]([NH:8][C:9]2[CH:10]=[CH:11][CH:12]=[C:13]3[C:18]=2[C:17](=[O:19])[N:16]([CH3:20])[CH2:15][CH2:14]3)[C:5]([Cl:21])=[CH:4][N:3]=1.[CH3:22][N:23]1[C:27]([NH2:28])=[CH:26][CH:25]=[N:24]1.C(=O)([O-])[O-].[Cs+].[Cs+].CC1(C)C2C=CC=C(P(C3C=CC=CC=3)C3C=CC=CC=3)C=2OC2C1=CC=CC=2P(C1C=CC=CC=1)C1C=CC=CC=1. The catalyst is O1CCOCC1.C([O-])(=O)C.[Pd+2].C([O-])(=O)C. The product is [Cl:21][C:5]1[C:6]([NH:8][C:9]2[CH:10]=[CH:11][CH:12]=[C:13]3[C:18]=2[C:17](=[O:19])[N:16]([CH3:20])[CH2:15][CH2:14]3)=[CH:7][C:2]([NH:28][C:27]2[N:23]([CH3:22])[N:24]=[CH:25][CH:26]=2)=[N:3][CH:4]=1. The yield is 0.698. (4) The reactants are [Cl:1][C:2]1[CH:3]=[CH:4][C:5]([C@@:8]([NH:27][S@](C(C)(C)C)=O)([C:16]2[CH:21]=[C:20]([C:22]([F:25])([F:24])[F:23])[CH:19]=[C:18]([F:26])[CH:17]=2)[CH2:9][C:10]2[S:11][CH:12]=[C:13]([CH3:15])[N:14]=2)=[N:6][CH:7]=1.Cl.[CH:35]1([N:40]=[C:41]=[O:42])[CH2:39][CH2:38][CH2:37][CH2:36]1.C(O)(=O)CC(CC(O)=O)(C(O)=O)O. The catalyst is CO. The product is [Cl:1][C:2]1[CH:3]=[CH:4][C:5]([C@@:8]([NH:27][C:41]([NH:40][CH:35]2[CH2:39][CH2:38][CH2:37][CH2:36]2)=[O:42])([C:16]2[CH:21]=[C:20]([C:22]([F:24])([F:23])[F:25])[CH:19]=[C:18]([F:26])[CH:17]=2)[CH2:9][C:10]2[S:11][CH:12]=[C:13]([CH3:15])[N:14]=2)=[N:6][CH:7]=1. The yield is 0.700. (5) The product is [NH2:16][C:15]1[C:14]2[C:13](=[CH:12][C:11]([C:10]3[C:3]4[C:4](=[N:5][CH:6]=[N:7][C:2]=4[NH2:1])[N:8]([CH:20]([CH3:22])[CH3:21])[N:9]=3)=[CH:18][CH:17]=2)[NH:25][N:24]=1. The catalyst is CCCCO. The yield is 0.700. The reactants are [NH2:1][C:2]1[N:7]=[CH:6][N:5]=[C:4]2[N:8]([CH:20]([CH3:22])[CH3:21])[N:9]=[C:10]([C:11]3[CH:18]=[CH:17][C:14]([C:15]#[N:16])=[C:13](F)[CH:12]=3)[C:3]=12.O.[NH2:24][NH2:25]. (6) The reactants are [F:1][C:2]1[C:11]([CH:12]([C:27](OC)=[O:28])[CH2:13][N:14]2[CH2:19][CH2:18][N:17]([C:20]([O:22][C:23]([CH3:26])([CH3:25])[CH3:24])=[O:21])[CH2:16][CH2:15]2)=[C:10]2[C:5]([CH:6]=[CH:7][C:8]([O:31][CH3:32])=[N:9]2)=[CH:4][CH:3]=1.[H-].[H-].[H-].[H-].[Li+].[Al+3]. The catalyst is C1COCC1. The product is [F:1][C:2]1[C:11]([CH:12]([CH2:27][OH:28])[CH2:13][N:14]2[CH2:15][CH2:16][N:17]([C:20]([O:22][C:23]([CH3:24])([CH3:25])[CH3:26])=[O:21])[CH2:18][CH2:19]2)=[C:10]2[C:5]([CH:6]=[CH:7][C:8]([O:31][CH3:32])=[N:9]2)=[CH:4][CH:3]=1. The yield is 0.970. (7) The reactants are [NH2:1][C:2]1[NH:6][N:5]=[C:4]([CH3:7])[C:3]=1[C:8]1[S:9][C:10]2[CH:16]=[C:15]([S:17](Cl)(=[O:19])=[O:18])[CH:14]=[CH:13][C:11]=2[N:12]=1.[NH2:21][CH2:22][C:23]1[CH:28]=[CH:27][C:26]([NH2:29])=[CH:25][CH:24]=1.CN1CCOCC1. The catalyst is CO. The product is [NH2:29][C:26]1[CH:27]=[CH:28][C:23]([CH2:22][NH:21][S:17]([C:15]2[CH:14]=[CH:13][C:11]3[N:12]=[C:8]([C:3]4[C:4]([CH3:7])=[N:5][NH:6][C:2]=4[NH2:1])[S:9][C:10]=3[CH:16]=2)(=[O:19])=[O:18])=[CH:24][CH:25]=1. The yield is 0.120. (8) The reactants are CCN(S(F)(F)[F:7])CC.[C:10]([C:13]1[C:14]([CH2:29][NH:30][C:31]([C@@H:33]2[C@H:37](O)[CH2:36][CH2:35][N:34]2[C:39]([O:41][C:42]([CH3:45])([CH3:44])[CH3:43])=[O:40])=[O:32])=[CH:15][C:16]([C:19]2[CH:20]=[N:21][C:22]([C:25]([F:28])([F:27])[F:26])=[CH:23][CH:24]=2)=[N:17][CH:18]=1)(=[O:12])[NH2:11]. The catalyst is C(Cl)(Cl)Cl. The product is [C:10]([C:13]1[C:14]([CH2:29][NH:30][C:31]([C@@H:33]2[C@@H:37]([F:7])[CH2:36][CH2:35][N:34]2[C:39]([O:41][C:42]([CH3:43])([CH3:44])[CH3:45])=[O:40])=[O:32])=[CH:15][C:16]([C:19]2[CH:20]=[N:21][C:22]([C:25]([F:26])([F:28])[F:27])=[CH:23][CH:24]=2)=[N:17][CH:18]=1)(=[O:12])[NH2:11]. The yield is 0.330. (9) The reactants are [OH-].[Na+].[O:3]=[C:4]1[CH2:9][N:8](C(=O)C(F)(F)F)[CH2:7][CH2:6][N:5]1[C:16]1[CH:21]=[CH:20][C:19]([S:22]([NH:25][C:26]2[CH:31]=[CH:30][N:29]=[CH:28][N:27]=2)(=[O:24])=[O:23])=[CH:18][CH:17]=1.Cl. No catalyst specified. The product is [O:3]=[C:4]1[CH2:9][NH:8][CH2:7][CH2:6][N:5]1[C:16]1[CH:17]=[CH:18][C:19]([S:22]([NH:25][C:26]2[CH:31]=[CH:30][N:29]=[CH:28][N:27]=2)(=[O:24])=[O:23])=[CH:20][CH:21]=1. The yield is 1.00. (10) The reactants are [CH3:1][O:2][CH2:3][C:4]([CH3:11])([CH3:10])[C:5](=[O:9])[CH2:6][C:7]#[N:8].[OH-].[Na+].S(O)(O)(=O)=O.[NH2:19]O.Cl. The catalyst is O. The product is [CH3:1][O:2][CH2:3][C:4]([C:5]1[O:9][N:8]=[C:7]([NH2:19])[CH:6]=1)([CH3:11])[CH3:10]. The yield is 0.510.